This data is from Catalyst prediction with 721,799 reactions and 888 catalyst types from USPTO. The task is: Predict which catalyst facilitates the given reaction. (1) Reactant: [F:1][C:2]1[C:12](=[O:13])[N:11]([CH3:14])[C:5]2[N:6]=[CH:7][NH:8][C:9](=[O:10])[C:4]=2[C:3]=1[NH:15][C:16]1[CH:21]=[CH:20][C:19]([I:22])=[CH:18][C:17]=1[F:23].[I-].[K+].C(=O)([O-])[O-].[Cs+].[Cs+].Br[CH2:33][CH2:34][OH:35]. Product: [F:1][C:2]1[C:12](=[O:13])[N:11]([CH3:14])[C:5]2[N:6]=[CH:7][N:8]([CH2:33][CH2:34][OH:35])[C:9](=[O:10])[C:4]=2[C:3]=1[NH:15][C:16]1[CH:21]=[CH:20][C:19]([I:22])=[CH:18][C:17]=1[F:23]. The catalyst class is: 3. (2) Reactant: [Cl:1][C:2]1[CH:3]=[C:4]([CH:11]=[C:12]([Cl:14])[CH:13]=1)[C:5](N(OC)C)=[O:6].[CH3:15][Mg]Br.Cl. Product: [Cl:1][C:2]1[CH:3]=[C:4]([C:5](=[O:6])[CH3:15])[CH:11]=[C:12]([Cl:14])[CH:13]=1. The catalyst class is: 7. (3) Reactant: [N+:1]([C:4]1[C:13]2[C:8](=[CH:9][CH:10]=[CH:11][CH:12]=2)[C:7]([O:14][C:15]2[N:20]=[CH:19][N:18]=[C:17]([NH:21][C:22](=O)[O:23]C(C)=C)[CH:16]=2)=[CH:6][CH:5]=1)([O-:3])=[O:2].C[N:29]1CCOCC1.N.CO. Product: [N+:1]([C:4]1[C:13]2[C:8](=[CH:9][CH:10]=[CH:11][CH:12]=2)[C:7]([O:14][C:15]2[N:20]=[CH:19][N:18]=[C:17]([NH:21][C:22]([NH2:29])=[O:23])[CH:16]=2)=[CH:6][CH:5]=1)([O-:3])=[O:2]. The catalyst class is: 1.